The task is: Predict the reaction yield, written as a fraction of the theoretical maximum amount of product (1.0 means a 100% yield; for example, 0.34 means a 34% yield).. This data is from Reaction yield outcomes from USPTO patents with 853,638 reactions. (1) The reactants are [Cl:1][C:2]1[C:3]([OH:12])=[C:4]([CH:7]=[C:8]([O:10][CH3:11])[CH:9]=1)[CH:5]=O.C([O-])([O-])=O.[K+].[K+].[F:19][C:20]([F:29])([F:28])/[CH:21]=[CH:22]/[C:23]([O:25][CH2:26][CH3:27])=[O:24].Cl. The catalyst is CN(C=O)C. The product is [Cl:1][C:2]1[CH:9]=[C:8]([O:10][CH3:11])[CH:7]=[C:4]2[C:3]=1[O:12][CH:21]([C:20]([F:19])([F:29])[F:28])[C:22]([C:23]([O:25][CH2:26][CH3:27])=[O:24])=[CH:5]2. The yield is 0.680. (2) The reactants are [CH:1]1([CH2:4][N:5]2[CH:9]=[C:8]([C:10]3[CH:11]=[C:12]4[N:18]=[CH:17][N:16]([C:19]5[CH:20]=[C:21]([NH2:33])[CH:22]=[C:23]([C:25]6[CH:30]=[CH:29][C:28]([F:31])=[CH:27][C:26]=6[F:32])[CH:24]=5)[C:13]4=[N:14][CH:15]=3)[N:7]=[N:6]2)[CH2:3][CH2:2]1.[CH:34]1([C:37](O)=[O:38])[CH2:36][CH2:35]1.CN(C(ON1N=NC2C=CC=NC1=2)=[N+](C)C)C.F[P-](F)(F)(F)(F)F.CCN(C(C)C)C(C)C. The catalyst is CN(C=O)C. The product is [CH:1]1([CH2:4][N:5]2[CH:9]=[C:8]([C:10]3[CH:11]=[C:12]4[N:18]=[CH:17][N:16]([C:19]5[CH:20]=[C:21]([NH:33][C:37]([CH:34]6[CH2:36][CH2:35]6)=[O:38])[CH:22]=[C:23]([C:25]6[CH:30]=[CH:29][C:28]([F:31])=[CH:27][C:26]=6[F:32])[CH:24]=5)[C:13]4=[N:14][CH:15]=3)[N:7]=[N:6]2)[CH2:2][CH2:3]1. The yield is 0.510. (3) The reactants are [F:1][C:2]1[CH:17]=[CH:16][C:5]([CH2:6][N:7]2[CH:12]3[CH2:13][CH2:14][CH:8]2[C:9](=O)[NH:10][CH2:11]3)=[CH:4][CH:3]=1.[H-].[Al+3].[Li+].[H-].[H-].[H-]. The catalyst is O1CCCC1. The product is [F:1][C:2]1[CH:17]=[CH:16][C:5]([CH2:6][N:7]2[CH:12]3[CH2:13][CH2:14][CH:8]2[CH2:9][NH:10][CH2:11]3)=[CH:4][CH:3]=1. The yield is 0.620. (4) The reactants are C1CCN2C(=NCCC2)CC1.[C:12]([O:15][C@@H:16]1[C@H:21]([O:22][C:23](=[O:25])[CH3:24])[C@@H:20]([O:26][C:27](=[O:29])[CH3:28])[C@H:19]([CH3:30])[O:18][C@H:17]1[O:31][C@@H:32]1[C@@H:38]([OH:39])[C@H:37]([CH3:40])[O:36][C@@:34]([C@H:41]2[O:70][C@H:69]([CH2:71][O:72][CH2:73][C:74]3[CH:79]=[CH:78][CH:77]=[CH:76][CH:75]=3)[C@@H:60]([O:61][CH2:62][C:63]3[CH:68]=[CH:67][CH:66]=[CH:65][CH:64]=3)[C@H:51]([O:52][CH2:53][C:54]3[CH:59]=[CH:58][CH:57]=[CH:56][CH:55]=3)[C@H:42]2[O:43][CH2:44][C:45]2[CH:50]=[CH:49][CH:48]=[CH:47][CH:46]=2)([OH:35])[C@@H:33]1[O:80][C:81](=[O:88])[C:82]1[CH:87]=[CH:86][CH:85]=[CH:84][CH:83]=1)(=[O:14])[CH3:13].[Cl:89][C:90]([Cl:94])([Cl:93])[C:91]#[N:92]. The catalyst is C(Cl)Cl. The product is [Cl:89][C:90]([Cl:94])([Cl:93])[C:91](=[NH:92])[OH:14].[C:12]([O:15][C@@H:16]1[C@H:21]([O:22][C:23](=[O:25])[CH3:24])[C@@H:20]([O:26][C:27](=[O:29])[CH3:28])[C@H:19]([CH3:30])[O:18][C@H:17]1[O:31][C@@H:32]1[C@@H:38]([OH:39])[C@H:37]([CH3:40])[O:36][C@@:34]([C@H:41]2[O:70][C@H:69]([CH2:71][O:72][CH2:73][C:74]3[CH:75]=[CH:76][CH:77]=[CH:78][CH:79]=3)[C@@H:60]([O:61][CH2:62][C:63]3[CH:68]=[CH:67][CH:66]=[CH:65][CH:64]=3)[C@H:51]([O:52][CH2:53][C:54]3[CH:59]=[CH:58][CH:57]=[CH:56][CH:55]=3)[C@H:42]2[O:43][CH2:44][C:45]2[CH:46]=[CH:47][CH:48]=[CH:49][CH:50]=2)([OH:35])[C@@H:33]1[O:80][C:81](=[O:88])[C:82]1[CH:87]=[CH:86][CH:85]=[CH:84][CH:83]=1)(=[O:14])[CH3:13]. The yield is 0.900.